This data is from Reaction yield outcomes from USPTO patents with 853,638 reactions. The task is: Predict the reaction yield, written as a fraction of the theoretical maximum amount of product (1.0 means a 100% yield; for example, 0.34 means a 34% yield). (1) The reactants are [Si:1]([O:8][C@H:9]([CH3:35])[C@@H:10]([NH:25][C:26]1[CH:31]=[CH:30][C:29]([C:32]#[N:33])=[C:28]([Cl:34])[CH:27]=1)[C:11]([NH:13][NH:14][C:15](=O)[C:16]1[CH:21]=[CH:20][C:19]([C:22]#[N:23])=[CH:18][CH:17]=1)=[O:12])([C:4]([CH3:7])([CH3:6])[CH3:5])([CH3:3])[CH3:2].C1C=CC(P(C2C=CC=CC=2)C2C=CC=CC=2)=CC=1.II.CCN(CC)CC. The catalyst is C(Cl)Cl. The product is [Si:1]([O:8][C@H:9]([CH3:35])[C@@H:10]([NH:25][C:26]1[CH:31]=[CH:30][C:29]([C:32]#[N:33])=[C:28]([Cl:34])[CH:27]=1)[C:11]1[O:12][C:15]([C:16]2[CH:17]=[CH:18][C:19]([C:22]#[N:23])=[CH:20][CH:21]=2)=[N:14][N:13]=1)([C:4]([CH3:6])([CH3:5])[CH3:7])([CH3:3])[CH3:2]. The yield is 1.00. (2) The reactants are [Cl:1][C:2]1[CH:7]=[CH:6][C:5]([O:8][C:9]2[CH:14]=[CH:13][C:12]([CH2:15][N:16]([CH3:20])[C:17]([NH2:19])=[NH:18])=[CH:11][CH:10]=2)=[CH:4][C:3]=1[C:21]([F:24])([F:23])[F:22].[C:25]([O-:28])([O-])=[O:26].[Cs+].[Cs+].[OH:31]/[CH:32]=[C:33](/[CH2:38][C:39]1[CH:40]=[N:41][CH:42]=[N:43][CH:44]=1)\[C:34](OC)=O. The catalyst is CN1C(=O)CCC1. The product is [F:22][C:21]([F:24])([F:23])[C:25]([OH:28])=[O:26].[Cl:1][C:2]1[CH:7]=[CH:6][C:5]([O:8][C:9]2[CH:14]=[CH:13][C:12]([CH2:15][N:16]([CH3:20])[C:17]3[NH:19][CH:34]=[C:33]([CH2:38][C:39]4[CH:44]=[N:43][CH:42]=[N:41][CH:40]=4)[C:32](=[O:31])[N:18]=3)=[CH:11][CH:10]=2)=[CH:4][C:3]=1[C:21]([F:22])([F:23])[F:24]. The yield is 0.0760.